Dataset: Catalyst prediction with 721,799 reactions and 888 catalyst types from USPTO. Task: Predict which catalyst facilitates the given reaction. (1) Reactant: CC1(C)S[C@@H]2[C@H](N[C:11]([C@H:13](N)[C:14]3[CH:15]=[CH:16][CH:17]=[CH:18][CH:19]=3)=O)C(=O)N2[C@H]1C(O)=O.CC(S[C@@H]1O[C@H](CO)[C@H](O)[C@H](O)[C@H]1O)C.P([O-])([O-])([O-])=O.[K+].[K+].[K+].S([O-])([O-])(=O)=S.[Na+].[Na+].C(C(O)=O)CP(CCC(O)=O)CC[C:60]([OH:62])=[O:61].Cl.[Na+].[Cl-].C1C=CC(CS(F)(=O)=O)=CC=1.[Mg+2].[Cl-].[Cl-].N1C=CN=C1.CCC(COC(C(N(CC[NH+](C)C)C)=O)(C1C=CC=CC=1)C1C=CC=CC=1)CC.[Cl-]. Product: [C:60]([OH:62])(=[O:61])[CH:11]=[CH:13][C:14]1[CH:19]=[CH:18][CH:17]=[CH:16][CH:15]=1. The catalyst class is: 610. (2) Reactant: [CH3:13][CH:12]([O:11][C:9](/N=N/[C:9]([O:11][CH:12]([CH3:14])[CH3:13])=O)=O)[CH3:14].OC1C=[CH:20][C:19]([C:22]2([OH:41])[CH2:27][CH2:26][N:25]([C:28]3[CH:29]=[CH:30][C:31]4[N:32]([C:34]([C:37]([F:40])([F:39])[F:38])=[N:35][N:36]=4)[N:33]=3)[CH2:24][CH2:23]2)=[CH:18]C=1.FC(F)(F)[C:44]1[N:48]2[N:49]=[C:50](N3CCC(C4C=CC(O)=CC=4)CC3)[CH:51]=[CH:52][C:47]2=NN=1.C1(P(C2C=CC=CC=2)C2C=CC=CC=2)C=CC=CC=1. Product: [CH3:44][N:48]1[C:47]([CH2:52][CH2:9][O:11][C:12]2[CH:13]=[CH:20][C:19]([C:22]3([OH:41])[CH2:23][CH2:24][N:25]([C:28]4[CH:29]=[CH:30][C:31]5[N:32]([C:34]([C:37]([F:38])([F:39])[F:40])=[N:35][N:36]=5)[N:33]=4)[CH2:26][CH2:27]3)=[CH:18][CH:14]=2)=[CH:51][CH:50]=[N:49]1. The catalyst class is: 1.